The task is: Predict the product of the given reaction.. This data is from Forward reaction prediction with 1.9M reactions from USPTO patents (1976-2016). (1) Given the reactants [CH2:1]([O:8][C:9](=[O:29])[NH:10][CH2:11][C@H:12]1[CH2:17][CH2:16][C@H:15]([C:18]2[N:22]3[CH:23]=[CH:24][N:25]=[C:26](Cl)[C:21]3=[C:20]([I:28])[N:19]=2)[CH2:14][CH2:13]1)[C:2]1[CH:7]=[CH:6][CH:5]=[CH:4][CH:3]=1.[NH3:30], predict the reaction product. The product is: [CH2:1]([O:8][C:9](=[O:29])[NH:10][CH2:11][C@H:12]1[CH2:17][CH2:16][C@H:15]([C:18]2[N:22]3[CH:23]=[CH:24][N:25]=[C:26]([NH2:30])[C:21]3=[C:20]([I:28])[N:19]=2)[CH2:14][CH2:13]1)[C:2]1[CH:7]=[CH:6][CH:5]=[CH:4][CH:3]=1. (2) Given the reactants [NH2:1][C:2]1[CH:10]=[CH:9][C:5]2[N:6]=[CH:7][NH:8][C:4]=2[CH:3]=1.[F:11][C:12]1[CH:13]=[C:14]([CH:17]=[CH:18][C:19]=1[O:20][CH3:21])[CH:15]=O.[Si](C#N)(C)(C)C.[N:28]1([C:33](N2C=CN=C2)=[O:34])C=CN=[CH:29]1, predict the reaction product. The product is: [NH:6]1[C:5]2[CH:9]=[CH:10][C:2]([N:1]3[CH:15]([C:14]4[CH:17]=[CH:18][C:19]([O:20][CH3:21])=[C:12]([F:11])[CH:13]=4)[CH2:29][NH:28][C:33]3=[O:34])=[CH:3][C:4]=2[N:8]=[CH:7]1. (3) The product is: [CH3:8][N:9]1[CH:13]([C:14]([O:16][CH3:17])=[O:15])[CH2:12][N:11]([C:2]2[CH:3]=[N:4][CH:5]=[CH:6][CH:7]=2)[C:10]1=[O:18]. Given the reactants Br[C:2]1[CH:3]=[N:4][CH:5]=[CH:6][CH:7]=1.[CH3:8][N:9]1[CH:13]([C:14]([O:16][CH3:17])=[O:15])[CH2:12][NH:11][C:10]1=[O:18].C(=O)([O-])[O-].[Cs+].[Cs+].CC1(C)C2C(=C(P(C3C=CC=CC=3)C3C=CC=CC=3)C=CC=2)OC2C(P(C3C=CC=CC=3)C3C=CC=CC=3)=CC=CC1=2, predict the reaction product. (4) Given the reactants [C:1]([N:5]1[C:9]([CH2:10][CH2:11][CH:12]=O)=[CH:8][C:7]([CH2:14][CH2:15][CH3:16])=[N:6]1)([CH3:4])([CH3:3])[CH3:2].[C:17]1([N:23]2[CH2:28][CH2:27][NH:26][CH2:25][CH2:24]2)[CH:22]=[CH:21][CH:20]=[CH:19][CH:18]=1.CCN(C(C)C)C(C)C.[BH-](OC(C)=O)(OC(C)=O)OC(C)=O.[Na+], predict the reaction product. The product is: [C:1]([N:5]1[C:9]([CH2:10][CH2:11][CH2:12][N:26]2[CH2:27][CH2:28][N:23]([C:17]3[CH:22]=[CH:21][CH:20]=[CH:19][CH:18]=3)[CH2:24][CH2:25]2)=[CH:8][C:7]([CH2:14][CH2:15][CH3:16])=[N:6]1)([CH3:4])([CH3:3])[CH3:2]. (5) Given the reactants C(N(CC)CC)C.[NH:8]1[C:16]2[C:11](=[CH:12][CH:13]=[CH:14][CH:15]=2)[C:10](=[O:17])[C:9]1=[O:18].[CH:19]([O:22][C:23]1[CH:28]=[CH:27][C:26](B(O)O)=[CH:25][CH:24]=1)([CH3:21])[CH3:20].Cl.C([O-])(O)=O.[Na+], predict the reaction product. The product is: [CH:19]([O:22][C:23]1[CH:28]=[CH:27][C:26]([N:8]2[C:16]3[C:11](=[CH:12][CH:13]=[CH:14][CH:15]=3)[C:10](=[O:17])[C:9]2=[O:18])=[CH:25][CH:24]=1)([CH3:21])[CH3:20]. (6) Given the reactants Br[C:2]1[CH:3]=[CH:4][CH:5]=[C:6]2[C:11]=1[N:10]=[CH:9][CH:8]=[C:7]2[C:12]1[CH2:16][C:15]([C:21]2[CH:26]=[C:25]([Cl:27])[CH:24]=[C:23]([Cl:28])[CH:22]=2)([C:17]([F:20])([F:19])[F:18])[O:14][N:13]=1.[C:29](=[O:32])([O-])[O-:30].[Na+].[Na+].[CH3:35]O, predict the reaction product. The product is: [CH3:35][O:30][C:29]([C:2]1[CH:3]=[CH:4][CH:5]=[C:6]2[C:11]=1[N:10]=[CH:9][CH:8]=[C:7]2[C:12]1[CH2:16][C:15]([C:21]2[CH:26]=[C:25]([Cl:27])[CH:24]=[C:23]([Cl:28])[CH:22]=2)([C:17]([F:20])([F:19])[F:18])[O:14][N:13]=1)=[O:32]. (7) Given the reactants [CH3:1][N:2]1[C:6]([CH:7]=[O:8])=[CH:5][N:4]=[C:3]1[CH3:9].C(=O)([O-])[O-].[K+].[K+].[F:16][C:17]([Si](C)(C)C)([F:19])[F:18], predict the reaction product. The product is: [CH3:1][N:2]1[C:6]([CH:7]([OH:8])[C:17]([F:19])([F:18])[F:16])=[CH:5][N:4]=[C:3]1[CH3:9]. (8) Given the reactants [Cl:1][C:2]1[CH:37]=[CH:36][C:5]([CH2:6][O:7][C:8]2[CH:35]=[CH:34][C:11]([CH2:12][N:13]3[C:18](=[O:19])[N:17]=[C:16]([N:20]4[CH2:25][CH2:24][N:23]([C:26]5[CH:31]=[CH:30][C:29]([F:32])=[CH:28][CH:27]=5)[CH2:22][CH2:21]4)[NH:15][C:14]3=[O:33])=[CH:10][CH:9]=2)=[CH:4][CH:3]=1.[C:38](=O)([O-])[O-].[K+].[K+].CI, predict the reaction product. The product is: [Cl:1][C:2]1[CH:37]=[CH:36][C:5]([CH2:6][O:7][C:8]2[CH:35]=[CH:34][C:11]([CH2:12][N:13]3[C:14]([O:33][CH3:38])=[N:15][C:16]([N:20]4[CH2:21][CH2:22][N:23]([C:26]5[CH:31]=[CH:30][C:29]([F:32])=[CH:28][CH:27]=5)[CH2:24][CH2:25]4)=[N:17][C:18]3=[O:19])=[CH:10][CH:9]=2)=[CH:4][CH:3]=1.